Dataset: Reaction yield outcomes from USPTO patents with 853,638 reactions. Task: Predict the reaction yield, written as a fraction of the theoretical maximum amount of product (1.0 means a 100% yield; for example, 0.34 means a 34% yield). (1) The reactants are [Br:1][C:2]1[CH:3]=[C:4]([C:20]([OH:22])=O)[C:5]2[C:6]3[CH2:7][CH:8]([C:15]([O:17][CH2:18][CH3:19])=[O:16])[CH2:9][CH2:10][C:11]=3[NH:12][C:13]=2[CH:14]=1.C(Cl)CCl.C1C=CC2N(O)N=[N:33][C:31]=2C=1.CN.CCN(C(C)C)C(C)C. The yield is 0.990. The product is [Br:1][C:2]1[CH:14]=[C:13]2[C:5]([C:6]3[CH2:7][CH:8]([C:15]([O:17][CH2:18][CH3:19])=[O:16])[CH2:9][CH2:10][C:11]=3[NH:12]2)=[C:4]([C:20](=[O:22])[NH:33][CH3:31])[CH:3]=1. The catalyst is C1COCC1.C(Cl)Cl. (2) The reactants are [C:1]([O:5][C@@H:6]([C:12]1[C:13]([CH3:43])=[N:14][C:15]2[N:16]([N:30]=[C:31]([NH:33]C(OCC[Si](C)(C)C)=O)[CH:32]=2)[C:17]=1[C:18]1[C:19]([CH3:29])=[C:20]2[C:25](=[C:26]([F:28])[CH:27]=1)[O:24][CH2:23][CH2:22][CH2:21]2)[C:7]([O:9][CH2:10][CH3:11])=[O:8])([CH3:4])([CH3:3])[CH3:2].CCCC[N+](CCCC)(CCCC)CCCC.[F-]. The catalyst is C1COCC1. The product is [NH2:33][C:31]1[CH:32]=[C:15]2[N:14]=[C:13]([CH3:43])[C:12]([C@H:6]([O:5][C:1]([CH3:3])([CH3:2])[CH3:4])[C:7]([O:9][CH2:10][CH3:11])=[O:8])=[C:17]([C:18]3[C:19]([CH3:29])=[C:20]4[C:25](=[C:26]([F:28])[CH:27]=3)[O:24][CH2:23][CH2:22][CH2:21]4)[N:16]2[N:30]=1. The yield is 0.850. (3) The product is [CH:20]1([NH:23][C:24]([C:26]2[S:39][C:29]3=[N:30][C:31]([O:1][CH2:2][CH2:3][N:4]4[CH2:9][CH2:8][O:7][CH2:6][CH2:5]4)=[C:32]([Cl:35])[C:33]([CH3:34])=[C:28]3[C:27]=2[NH2:40])=[O:25])[CH2:22][CH2:21]1. The yield is 0.590. The catalyst is C1COCC1.O. The reactants are [OH:1][CH2:2][CH2:3][N:4]1[CH2:9][CH2:8][O:7][CH2:6][CH2:5]1.C[Si]([N-][Si](C)(C)C)(C)C.[Li+].[CH:20]1([NH:23][C:24]([C:26]2[S:39][C:29]3=[N:30][C:31](S(C)=O)=[C:32]([Cl:35])[C:33]([CH3:34])=[C:28]3[C:27]=2[NH2:40])=[O:25])[CH2:22][CH2:21]1.